This data is from NCI-60 drug combinations with 297,098 pairs across 59 cell lines. The task is: Regression. Given two drug SMILES strings and cell line genomic features, predict the synergy score measuring deviation from expected non-interaction effect. (1) Drug 1: CCC1(CC2CC(C3=C(CCN(C2)C1)C4=CC=CC=C4N3)(C5=C(C=C6C(=C5)C78CCN9C7C(C=CC9)(C(C(C8N6C)(C(=O)OC)O)OC(=O)C)CC)OC)C(=O)OC)O.OS(=O)(=O)O. Drug 2: C(CCl)NC(=O)N(CCCl)N=O. Cell line: EKVX. Synergy scores: CSS=1.25, Synergy_ZIP=-0.279, Synergy_Bliss=1.55, Synergy_Loewe=-0.0464, Synergy_HSA=-0.0944. (2) Drug 1: C1=CC(=CC=C1C#N)C(C2=CC=C(C=C2)C#N)N3C=NC=N3. Drug 2: CN1C(=O)N2C=NC(=C2N=N1)C(=O)N. Cell line: UACC62. Synergy scores: CSS=-0.421, Synergy_ZIP=1.23, Synergy_Bliss=0.756, Synergy_Loewe=-1.21, Synergy_HSA=-0.639. (3) Drug 1: C1=NC2=C(N1)C(=S)N=CN2. Drug 2: CN(C(=O)NC(C=O)C(C(C(CO)O)O)O)N=O. Cell line: SF-539. Synergy scores: CSS=50.8, Synergy_ZIP=1.18, Synergy_Bliss=3.11, Synergy_Loewe=-53.4, Synergy_HSA=4.33.